Dataset: Catalyst prediction with 721,799 reactions and 888 catalyst types from USPTO. Task: Predict which catalyst facilitates the given reaction. (1) Reactant: [CH:1]([O:4][C:5]1[CH:10]=[CH:9][CH:8]=[CH:7][C:6]=1[N+:11]([O-])=O)([CH3:3])[CH3:2]. Product: [CH:1]([O:4][C:5]1[CH:10]=[CH:9][CH:8]=[CH:7][C:6]=1[NH2:11])([CH3:3])[CH3:2]. The catalyst class is: 5. (2) Reactant: C([Li])CCC.Br[C:7]1[CH:12]=[CH:11][C:10]([Si:13]([CH3:16])([CH3:15])[CH3:14])=[C:9]([F:17])[CH:8]=1.C(O[B:22]1[O:26][C:25]([CH3:28])([CH3:27])[C:24]([CH3:30])([CH3:29])[O:23]1)(C)C.C(=O)=O.CC(C)=O.Cl. Product: [F:17][C:9]1[CH:8]=[C:7]([B:22]2[O:26][C:25]([CH3:28])([CH3:27])[C:24]([CH3:30])([CH3:29])[O:23]2)[CH:12]=[CH:11][C:10]=1[Si:13]([CH3:16])([CH3:15])[CH3:14]. The catalyst class is: 30. (3) Reactant: [F:1][CH:2]([F:5])[CH2:3]Cl.[CH2:6]([NH2:13])[C:7]1[CH:12]=[CH:11][CH:10]=[CH:9][CH:8]=1. Product: [CH2:6]([NH:13][CH2:3][CH:2]([F:5])[F:1])[C:7]1[CH:12]=[CH:11][CH:10]=[CH:9][CH:8]=1. The catalyst class is: 6. (4) Reactant: C([O:3][C:4](=[O:27])[CH2:5][O:6][C:7]1[CH:12]=[C:11]([F:13])[C:10]([CH3:14])=[CH:9][C:8]=1[C:15](=[O:26])[NH:16][CH2:17][C:18]1[CH:23]=[CH:22][C:21]([Br:24])=[CH:20][C:19]=1[F:25])C.[OH-].[Na+]. Product: [Br:24][C:21]1[CH:22]=[CH:23][C:18]([CH2:17][NH:16][C:15]([C:8]2[CH:9]=[C:10]([CH3:14])[C:11]([F:13])=[CH:12][C:7]=2[O:6][CH2:5][C:4]([OH:27])=[O:3])=[O:26])=[C:19]([F:25])[CH:20]=1. The catalyst class is: 8. (5) Reactant: [Cl:1][C:2]1[CH:7]=[CH:6][C:5]([CH2:8][C:9]([C:11]2[CH:16]=[CH:15][C:14]([S:17][CH3:18])=[CH:13][CH:12]=2)=[O:10])=[CH:4][CH:3]=1.CC(C)([O-])C.[K+].Br[CH2:26][C:27]([O:29][CH2:30][CH3:31])=[O:28].C1(C)C=CC=CC=1. Product: [Cl:1][C:2]1[CH:7]=[CH:6][C:5]([CH:8]([C:9]([C:11]2[CH:16]=[CH:15][C:14]([S:17][CH3:18])=[CH:13][CH:12]=2)=[O:10])[CH2:26][C:27]([O:29][CH2:30][CH3:31])=[O:28])=[CH:4][CH:3]=1. The catalyst class is: 7.